This data is from Forward reaction prediction with 1.9M reactions from USPTO patents (1976-2016). The task is: Predict the product of the given reaction. Given the reactants [Na+].[Na+].[Na+].P(C1C=C(S([O-])(=O)=O)C=CC=1)(C1C=C(S([O-])(=O)=O)C=CC=1)C1C=C(S([O-])(=O)=O)C=CC=1.[O:35]1[CH:39]=[N:38][N:37]=[C:36]1[C:40]1[CH:45]=[CH:44][C:43](B(O)O)=[CH:42][CH:41]=1.Cl[C:50]1[C:55]([S:56]([N:59]([C:67]2[C:72]([O:73][CH3:74])=[N:71][C:70]([CH3:75])=[CH:69][N:68]=2)[C:60](=[O:66])[O:61][CH2:62][CH:63]([CH3:65])[CH3:64])(=[O:58])=[O:57])=[CH:54][CH:53]=[CH:52][N:51]=1, predict the reaction product. The product is: [CH2:62]([O:61][C:60]([N:59]([C:67]1[C:72]([O:73][CH3:74])=[N:71][C:70]([CH3:75])=[CH:69][N:68]=1)[S:56]([C:55]1[C:50]([C:43]2[CH:44]=[CH:45][C:40]([C:36]3[O:35][CH:39]=[N:38][N:37]=3)=[CH:41][CH:42]=2)=[N:51][CH:52]=[CH:53][CH:54]=1)(=[O:58])=[O:57])=[O:66])[CH:63]([CH3:65])[CH3:64].